Dataset: Reaction yield outcomes from USPTO patents with 853,638 reactions. Task: Predict the reaction yield, written as a fraction of the theoretical maximum amount of product (1.0 means a 100% yield; for example, 0.34 means a 34% yield). (1) The reactants are [NH2:1][C:2]1[N:3]=[C:4]2[CH:9]=[CH:8][C:7]([O:10][C:11]3[CH:12]=[C:13]([NH:17][C:18](=[O:30])[C:19]4[CH:24]=[CH:23][CH:22]=[C:21]([C:25]5([C:28]#[N:29])[CH2:27][CH2:26]5)[CH:20]=4)[CH:14]=[CH:15][CH:16]=3)=[N:6][N:5]2[CH:31]=1.[C:32](Cl)(=[O:39])[C:33]1[CH:38]=[CH:37][CH:36]=[CH:35][CH:34]=1.O. The catalyst is CN(C)C(=O)C. The product is [C:32]([NH:1][C:2]1[N:3]=[C:4]2[CH:9]=[CH:8][C:7]([O:10][C:11]3[CH:12]=[C:13]([NH:17][C:18](=[O:30])[C:19]4[CH:24]=[CH:23][CH:22]=[C:21]([C:25]5([C:28]#[N:29])[CH2:27][CH2:26]5)[CH:20]=4)[CH:14]=[CH:15][CH:16]=3)=[N:6][N:5]2[CH:31]=1)(=[O:39])[C:33]1[CH:38]=[CH:37][CH:36]=[CH:35][CH:34]=1. The yield is 0.820. (2) The product is [Br:1][C:2]1[CH:3]=[C:4]2[N:11]=[CH:10][N:9]([CH2:14][CH3:15])[C:5]2=[N:6][C:7]=1[CH3:8]. The yield is 0.350. The catalyst is CN(C=O)C. The reactants are [Br:1][C:2]1[CH:3]=[C:4]2[N:11]=[CH:10][NH:9][C:5]2=[N:6][C:7]=1[CH3:8].[H-].[Na+].[CH2:14](I)[CH3:15]. (3) The reactants are [Cl:1][C:2]1[CH:3]=[C:4]([C:9]2([C:27]([F:30])([F:29])[F:28])[O:13][N:12]=[C:11]([C:14]3[CH:19]=[CH:18][C:17]([CH:20]([OH:25])[CH2:21][CH:22]([CH3:24])[CH3:23])=[C:16]([CH3:26])[CH:15]=3)[CH2:10]2)[CH:5]=[C:6]([Cl:8])[CH:7]=1.C([O-])(O)=O.[Na+].[O-]S(S([O-])=O)=O.[Na+].[Na+]. The catalyst is C(Cl)Cl. The product is [Cl:1][C:2]1[CH:3]=[C:4]([C:9]2([C:27]([F:29])([F:28])[F:30])[O:13][N:12]=[C:11]([C:14]3[CH:19]=[CH:18][C:17]([C:20](=[O:25])[CH2:21][CH:22]([CH3:24])[CH3:23])=[C:16]([CH3:26])[CH:15]=3)[CH2:10]2)[CH:5]=[C:6]([Cl:8])[CH:7]=1. The yield is 0.880. (4) The reactants are Br[C:2]1[CH:7]=[C:6]([CH3:8])[CH:5]=[C:4]([CH3:9])[CH:3]=1.[Cl:10][C:11]1[N:16]=[C:15]([NH2:17])[C:14]([CH3:18])=[CH:13][N:12]=1.CC1(C)C2C(=C(P(C3C=CC=CC=3)C3C=CC=CC=3)C=CC=2)OC2C(P(C3C=CC=CC=3)C3C=CC=CC=3)=CC=CC1=2.CC(C)([O-])C.[K+]. The catalyst is O1CCOCC1.CC(O)=O.CC(O)=O.[Pd]. The product is [Cl:10][C:11]1[N:16]=[C:15]([NH:17][C:2]2[CH:7]=[C:6]([CH3:8])[CH:5]=[C:4]([CH3:9])[CH:3]=2)[C:14]([CH3:18])=[CH:13][N:12]=1. The yield is 0.500. (5) The reactants are [C:1]([C:3]1([C:6]([O:8][CH2:9][CH3:10])=[O:7])[CH2:5][CH2:4]1)#[N:2].N. The catalyst is C(O)C.O.[Ni]. The product is [NH2:2][CH2:1][C:3]1([C:6]([O:8][CH2:9][CH3:10])=[O:7])[CH2:5][CH2:4]1. The yield is 0.670. (6) The reactants are [Br:1][C:2]1[C:3]([OH:13])=[C:4]([C:10](=[O:12])[CH3:11])[CH:5]=[C:6]([Cl:9])[C:7]=1F.[C-]#N.[K+].C[N:18]([CH3:21])C=O.I[CH2:23][CH3:24].C(=O)([O-])[O-].[K+].[K+]. The catalyst is C(OCC)(=O)C. The product is [C:10]([C:4]1[CH:5]=[C:6]([Cl:9])[C:7]([C:21]#[N:18])=[C:2]([Br:1])[C:3]=1[O:13][CH2:23][CH3:24])(=[O:12])[CH3:11]. The yield is 0.500. (7) The reactants are [Cl:1][C:2]1[CH:3]=[CH:4][C:5]([C:8]2[N:12]([C:13]3[CH:14]=[N:15][CH:16]=[CH:17][CH:18]=3)[N:11]=[C:10]([C:19]([OH:21])=O)[CH:9]=2)=[N:6][CH:7]=1.[CH:22]1([NH2:27])[CH2:26][CH2:25][CH2:24][CH2:23]1. No catalyst specified. The product is [CH:22]1([NH:27][C:19]([C:10]2[CH:9]=[C:8]([C:5]3[CH:4]=[CH:3][C:2]([Cl:1])=[CH:7][N:6]=3)[N:12]([C:13]3[CH:14]=[N:15][CH:16]=[CH:17][CH:18]=3)[N:11]=2)=[O:21])[CH2:26][CH2:25][CH2:24][CH2:23]1. The yield is 0.350.